From a dataset of Catalyst prediction with 721,799 reactions and 888 catalyst types from USPTO. Predict which catalyst facilitates the given reaction. (1) Reactant: [NH2:1][C:2]1[C:3]([CH2:9][OH:10])=[N:4][C:5]([Cl:8])=[CH:6][CH:7]=1. Product: [NH2:1][C:2]1[C:3]([CH:9]=[O:10])=[N:4][C:5]([Cl:8])=[CH:6][CH:7]=1. The catalyst class is: 177. (2) Reactant: [F:1][C:2]1[CH:3]=[C:4]2[C:8](=[CH:9][C:10]=1[F:11])[NH:7][C:6](=[O:12])/[C:5]/2=[C:13]1\[CH:14]=[C:15]([C:20]2[CH:28]=[CH:27][C:23]([C:24]([OH:26])=O)=[CH:22][CH:21]=2)[C:16]([CH3:19])([CH3:18])[O:17]\1.[CH3:29][NH:30][CH2:31][CH:32]([OH:35])[CH2:33][OH:34].F[P-](F)(F)(F)(F)F.N1(OC(N(C)C)=[N+](C)C)C2C=CC=CC=2N=N1.C(N(C(C)C)CC)(C)C. Product: [F:1][C:2]1[CH:3]=[C:4]2[C:8](=[CH:9][C:10]=1[F:11])[NH:7][C:6](=[O:12])/[C:5]/2=[C:13]1\[CH:14]=[C:15]([C:20]2[CH:21]=[CH:22][C:23]([C:24]([N:30]([CH2:31][CH:32]([OH:35])[CH2:33][OH:34])[CH3:29])=[O:26])=[CH:27][CH:28]=2)[C:16]([CH3:19])([CH3:18])[O:17]\1. The catalyst class is: 18. (3) Reactant: [CH3:1][O:2][C:3]1[CH:4]=[C:5]([CH:7]=[CH:8][C:9]=1[C:10]1[O:14][CH:13]=[N:12][CH:11]=1)[NH2:6].C(OC([NH:22][C@H:23]([CH2:27][CH3:28])[C:24](O)=[O:25])=O)(C)(C)C.C(N(CC)C(C)C)(C)C.CCCP1(OP(CCC)(=O)OP(CCC)(=O)O1)=O. Product: [NH2:22][C@H:23]([CH2:27][CH3:28])[C:24]([NH:6][C:5]1[CH:7]=[CH:8][C:9]([C:10]2[O:14][CH:13]=[N:12][CH:11]=2)=[C:3]([O:2][CH3:1])[CH:4]=1)=[O:25]. The catalyst class is: 1. (4) Reactant: [CH3:1][O:2][C:3]1[CH:4]=[C:5]([CH2:12][OH:13])[CH:6]=[CH:7][C:8]=1[N+:9]([O-])=O. Product: [NH2:9][C:8]1[CH:7]=[CH:6][C:5]([CH2:12][OH:13])=[CH:4][C:3]=1[O:2][CH3:1]. The catalyst class is: 94. (5) Reactant: [CH2:1]([O:3][C:4](=[O:13])[C:5]1[CH:10]=[CH:9][CH:8]=[C:7]([NH:11][NH2:12])[CH:6]=1)[CH3:2].O=[C:15]([CH3:19])[CH2:16][C:17]#[N:18].Cl. Product: [NH2:18][C:17]1[N:11]([C:7]2[CH:6]=[C:5]([CH:10]=[CH:9][CH:8]=2)[C:4]([O:3][CH2:1][CH3:2])=[O:13])[N:12]=[C:15]([CH3:19])[CH:16]=1. The catalyst class is: 8.